Predict which catalyst facilitates the given reaction. From a dataset of Catalyst prediction with 721,799 reactions and 888 catalyst types from USPTO. (1) Reactant: C(N(CC)CC)C.[Br:8][C:9]1[CH:14]=[CH:13][C:12]([C:15]2([OH:21])[CH2:20][CH2:19][NH:18][CH2:17][CH2:16]2)=[CH:11][CH:10]=1.[C:22](O[C:22]([O:24][C:25]([CH3:28])([CH3:27])[CH3:26])=[O:23])([O:24][C:25]([CH3:28])([CH3:27])[CH3:26])=[O:23]. Product: [C:25]([O:24][C:22]([N:18]1[CH2:17][CH2:16][C:15]([C:12]2[CH:13]=[CH:14][C:9]([Br:8])=[CH:10][CH:11]=2)([OH:21])[CH2:20][CH2:19]1)=[O:23])([CH3:28])([CH3:27])[CH3:26]. The catalyst class is: 34. (2) Reactant: CS(O[CH2:6][C@:7]1([C:19]2[CH:24]=[CH:23][CH:22]=[CH:21][N:20]=2)[CH2:9][C@@H:8]1[CH2:10][O:11][Si:12]([C:15]([CH3:18])([CH3:17])[CH3:16])([CH3:14])[CH3:13])(=O)=O.[C-:25]#[N:26].[Na+]. Product: [Si:12]([O:11][CH2:10][C@H:8]1[CH2:9][C@:7]1([CH2:6][C:25]#[N:26])[C:19]1[CH:24]=[CH:23][CH:22]=[CH:21][N:20]=1)([C:15]([CH3:18])([CH3:17])[CH3:16])([CH3:14])[CH3:13]. The catalyst class is: 148. (3) Reactant: [SH:1][C:2]1[CH:17]=[CH:16][CH:15]=[C:14]([O:18][CH3:19])[C:3]=1[C:4](=O)[CH:5]=[CH:6][CH:7]1[CH:12]=[CH:11][CH:10]=[CH:9][CH2:8]1.C(N(CC)CC)C.Br[CH2:28][C:29]([O:31][CH3:32])=[O:30].O. Product: [CH3:19][O:18][C:14]1[C:3]2[C:4]([CH2:5][CH2:6][C:7]3[CH:12]=[CH:11][CH:10]=[CH:9][CH:8]=3)=[C:28]([C:29]([O:31][CH3:32])=[O:30])[S:1][C:2]=2[CH:17]=[CH:16][CH:15]=1. The catalyst class is: 4. (4) The catalyst class is: 14. Product: [N:10]1[N:9]=[N:8][N:4]2[CH:5]=[CH:6][N:7]=[C:2]([N:14]3[CH2:13][CH2:12][N:11]([C:17]([O:19][C:20]([CH3:23])([CH3:22])[CH3:21])=[O:18])[CH2:16][CH2:15]3)[C:3]=12. Reactant: Cl[C:2]1[C:3]2[N:4]([N:8]=[N:9][N:10]=2)[CH:5]=[CH:6][N:7]=1.[N:11]1([C:17]([O:19][C:20]([CH3:23])([CH3:22])[CH3:21])=[O:18])[CH2:16][CH2:15][NH:14][CH2:13][CH2:12]1.C(N(CC)CC)C. (5) Reactant: [CH:1]([Si:4]([CH:29]([CH3:31])[CH3:30])([CH:26]([CH3:28])[CH3:27])[O:5][CH2:6][C@@H:7]1[CH2:12][CH2:11][CH2:10][C@H:9]([NH:13][C:14]2[C:19](C(O)=O)=[CH:18][N:17]=[C:16]3[NH:23][CH:24]=[CH:25][C:15]=23)[CH2:8]1)([CH3:3])[CH3:2].C([N:34]([CH2:37]C)CC)C.C1(P(N=[N+]=[N-])(C2C=CC=CC=2)=[O:46])C=CC=CC=1.O. Product: [CH:26]([Si:4]([CH:29]([CH3:31])[CH3:30])([CH:1]([CH3:3])[CH3:2])[O:5][CH2:6][C@@H:7]1[CH2:12][CH2:11][CH2:10][C@H:9]([N:13]2[C:14]3=[C:15]4[CH:25]=[CH:24][NH:23][C:16]4=[N:17][CH:18]=[C:19]3[NH:34][C:37]2=[O:46])[CH2:8]1)([CH3:28])[CH3:27]. The catalyst class is: 12.